Dataset: Rat liver microsome stability data. Task: Regression/Classification. Given a drug SMILES string, predict its absorption, distribution, metabolism, or excretion properties. Task type varies by dataset: regression for continuous measurements (e.g., permeability, clearance, half-life) or binary classification for categorical outcomes (e.g., BBB penetration, CYP inhibition). Dataset: rlm. (1) The compound is O=C(Nc1ccccc1)C1CCN(c2nc(-c3ccc(Br)cc3)cs2)CC1. The result is 1 (stable in rat liver microsomes). (2) The drug is COCCN(C(=O)Nc1ccc(-c2ncnc3[nH]c(C)c(C)c23)cc1F)c1ccc(Cl)cc1. The result is 1 (stable in rat liver microsomes). (3) The compound is Cc1csc(-c2coc3cc(OCC4CC4)cc(C)c3c2=O)n1. The result is 1 (stable in rat liver microsomes). (4) The drug is CN(C)S(=O)(=O)c1cccc(NC(=O)c2ccc[nH]2)c1. The result is 1 (stable in rat liver microsomes). (5) The compound is COc1cc(Cl)ccc1C(=O)Nc1nc(-c2ccccc2)cs1. The result is 1 (stable in rat liver microsomes).